Dataset: Reaction yield outcomes from USPTO patents with 853,638 reactions. Task: Predict the reaction yield, written as a fraction of the theoretical maximum amount of product (1.0 means a 100% yield; for example, 0.34 means a 34% yield). (1) The reactants are [Br:1][C:2]1[C:3](F)=[C:4]2[C:10]([NH:11][C:12](=[O:19])[C:13]3[CH:18]=[CH:17][CH:16]=[N:15][CH:14]=3)=[CH:9][NH:8][C:5]2=[N:6][CH:7]=1.[CH3:21][C:22]1([NH:27]C(=O)OC(C)(C)C)[CH2:26][CH2:25][NH:24][CH2:23]1.CCN(C(C)C)C(C)C.C(O)(C(F)(F)F)=O.C(Cl)[Cl:52]. The catalyst is CCCCO. The product is [ClH:52].[NH2:27][C:22]1([CH3:21])[CH2:26][CH2:25][N:24]([C:3]2[C:2]([Br:1])=[CH:7][N:6]=[C:5]3[NH:8][CH:9]=[C:10]([NH:11][C:12](=[O:19])[C:13]4[CH:18]=[CH:17][CH:16]=[N:15][CH:14]=4)[C:4]=23)[CH2:23]1. The yield is 0.540. (2) The reactants are [OH:1][C@H:2]1[CH2:6][N:5]([C:7]([O:9][C:10]([CH3:13])([CH3:12])[CH3:11])=[O:8])[C@H:4]([C:14]([O:16][CH3:17])=[O:15])[CH2:3]1.[H-].[Na+].[CH2:20](Br)[C:21]1[CH:26]=[CH:25][CH:24]=[CH:23][CH:22]=1. The catalyst is CN(C)C=O.ClCCl. The product is [CH2:20]([O:1][C@H:2]1[CH2:6][N:5]([C:7]([O:9][C:10]([CH3:11])([CH3:12])[CH3:13])=[O:8])[C@H:4]([C:14]([O:16][CH3:17])=[O:15])[CH2:3]1)[C:21]1[CH:26]=[CH:25][CH:24]=[CH:23][CH:22]=1. The yield is 0.770. (3) The reactants are [CH3:1][O:2][C:3]1[CH:4]=[C:5]2[C:10](=[CH:11][C:12]=1[O:13][CH3:14])[N:9]=[CH:8][CH:7]=[C:6]2[S:15][C:16]1[S:17][C:18]([N+:21]([O-])=O)=[CH:19][N:20]=1.[Cl-].[NH4+].C(O)C.O. The catalyst is [Fe].CO.C(OCC)(=O)C. The product is [CH3:1][O:2][C:3]1[CH:4]=[C:5]2[C:10](=[CH:11][C:12]=1[O:13][CH3:14])[N:9]=[CH:8][CH:7]=[C:6]2[S:15][C:16]1[S:17][C:18]([NH2:21])=[CH:19][N:20]=1. The yield is 0.300. (4) The reactants are [CH2:1]([OH:4])[CH2:2][OH:3].[C:5]1([C:11]([C:19]2[CH:24]=[CH:23][CH:22]=[CH:21][CH:20]=2)([C:13]2[CH:18]=[CH:17][CH:16]=[CH:15][CH:14]=2)Cl)[CH:10]=[CH:9][CH:8]=[CH:7][CH:6]=1.O. The catalyst is N1C=CC=CC=1. The product is [C:5]1([C:11]([C:13]2[CH:14]=[CH:15][CH:16]=[CH:17][CH:18]=2)([C:19]2[CH:20]=[CH:21][CH:22]=[CH:23][CH:24]=2)[O:3][CH2:2][CH2:1][OH:4])[CH:6]=[CH:7][CH:8]=[CH:9][CH:10]=1. The yield is 0.240. (5) The reactants are [CH2:1]([C:3]1[CH:8]=[CH:7][CH:6]=[C:5]([C:9]([CH3:17])([C:11]2[CH:16]=[CH:15][CH:14]=[CH:13][CH:12]=2)[CH3:10])[CH:4]=1)[CH3:2].CC[O:20]CC. The catalyst is C(Cl)Cl. The product is [CH2:1]([C:3]1[CH:8]=[CH:7][C:6]([OH:20])=[C:5]([C:9]([CH3:10])([C:11]2[CH:16]=[CH:15][CH:14]=[CH:13][CH:12]=2)[CH3:17])[CH:4]=1)[CH3:2]. The yield is 0.960. (6) The reactants are [F:1][C:2]([F:62])([F:61])[C:3]1[CH:4]=[C:5]([CH:58]=[CH:59][CH:60]=1)[CH2:6][NH:7][C:8]([C:10]1[CH:15]=[CH:14][N:13]=[C:12]([C:16]2[CH:21]=[C:20]([N:22]3[CH2:27][CH2:26][CH2:25][CH2:24][CH2:23]3)[CH:19]=[CH:18][C:17]=2[NH:28][C:29]([C:31]2[N:36]=[C:35]([CH2:37][N:38]([CH3:57])[CH2:39][CH2:40][O:41][CH2:42][CH2:43][O:44][CH2:45][CH2:46][O:47][CH2:48][CH2:49][C:50]([O:52]C(C)(C)C)=[O:51])[CH:34]=[CH:33][CH:32]=2)=[O:30])[CH:11]=1)=[O:9].FC(F)(F)C(O)=O. The catalyst is ClCCl. The product is [F:61][C:2]([F:1])([F:62])[C:3]1[CH:4]=[C:5]([CH:58]=[CH:59][CH:60]=1)[CH2:6][NH:7][C:8]([C:10]1[CH:15]=[CH:14][N:13]=[C:12]([C:16]2[CH:21]=[C:20]([N:22]3[CH2:27][CH2:26][CH2:25][CH2:24][CH2:23]3)[CH:19]=[CH:18][C:17]=2[NH:28][C:29]([C:31]2[N:36]=[C:35]([CH2:37][N:38]([CH3:57])[CH2:39][CH2:40][O:41][CH2:42][CH2:43][O:44][CH2:45][CH2:46][O:47][CH2:48][CH2:49][C:50]([OH:52])=[O:51])[CH:34]=[CH:33][CH:32]=2)=[O:30])[CH:11]=1)=[O:9]. The yield is 0.310. (7) The reactants are [NH2:1][C:2]1[CH:6]=[CH:5][S:4][C:3]=1[C:7]([O:9][CH3:10])=[O:8].N1C=CC=CC=1.[CH3:17][O:18][C:19]1[CH:24]=[CH:23][C:22]([S:25](Cl)(=[O:27])=[O:26])=[CH:21][CH:20]=1. The catalyst is C(Cl)(Cl)Cl. The product is [CH3:10][O:9][C:7]([C:3]1[S:4][CH:5]=[CH:6][C:2]=1[NH:1][S:25]([C:22]1[CH:21]=[CH:20][C:19]([O:18][CH3:17])=[CH:24][CH:23]=1)(=[O:27])=[O:26])=[O:8]. The yield is 0.660.